This data is from Reaction yield outcomes from USPTO patents with 853,638 reactions. The task is: Predict the reaction yield, written as a fraction of the theoretical maximum amount of product (1.0 means a 100% yield; for example, 0.34 means a 34% yield). The reactants are [Cl:1][C:2]1[CH:3]=[C:4]([CH:7]=[CH:8][C:9]=1[CH2:10][N:11]1[C:19](=[O:20])[C:18]2[C:13](=[CH:14][CH:15]=[CH:16][CH:17]=2)[C:12]1=[O:21])[CH:5]=O.[C:22]([O-])([O-])=O.[K+].[K+]. The catalyst is O1CCOCC1.[Br-].C[P+](C1C=CC=CC=1)(C1C=CC=CC=1)C1C=CC=CC=1. The product is [Cl:1][C:2]1[CH:3]=[C:4]([CH:5]=[CH2:22])[CH:7]=[CH:8][C:9]=1[CH2:10][N:11]1[C:19](=[O:20])[C:18]2[C:13](=[CH:14][CH:15]=[CH:16][CH:17]=2)[C:12]1=[O:21]. The yield is 0.700.